This data is from Reaction yield outcomes from USPTO patents with 853,638 reactions. The task is: Predict the reaction yield, written as a fraction of the theoretical maximum amount of product (1.0 means a 100% yield; for example, 0.34 means a 34% yield). (1) The reactants are C1COCC1.[N:6]([CH2:9][CH2:10][O:11][CH2:12][CH2:13][O:14][CH2:15][CH2:16][O:17][CH2:18][CH2:19][O:20][C:21]12[CH2:30][CH:25]3[CH2:26][CH:27]([CH2:29][CH:23]([CH2:24]3)[CH2:22]1)[CH2:28]2)=[N+]=[N-].C1(P(C2C=CC=CC=2)C2C=CC=CC=2)C=CC=CC=1. The catalyst is O. The product is [C:21]12([O:20][CH2:19][CH2:18][O:17][CH2:16][CH2:15][O:14][CH2:13][CH2:12][O:11][CH2:10][CH2:9][NH2:6])[CH2:22][CH:23]3[CH2:24][CH:25]([CH2:26][CH:27]([CH2:29]3)[CH2:28]1)[CH2:30]2. The yield is 0.550. (2) The reactants are [CH3:1][O:2][C:3]1[CH:8]=[CH:7][C:6]([CH3:9])=[CH:5][C:4]=1B1OC(C)(C)C(C)(C)O1.I[C:20]1[C:25]([F:26])=[C:24]([F:27])[C:23]([F:28])=[C:22]([F:29])[C:21]=1[F:30]. The catalyst is C1(C)C=CC=CC=1.C(=O)([O-])[O-].[K+].[K+].[Br-].C([N+](CCCC)(CCCC)CCCC)CCC.C1C=CC([P]([Pd]([P](C2C=CC=CC=2)(C2C=CC=CC=2)C2C=CC=CC=2)([P](C2C=CC=CC=2)(C2C=CC=CC=2)C2C=CC=CC=2)[P](C2C=CC=CC=2)(C2C=CC=CC=2)C2C=CC=CC=2)(C2C=CC=CC=2)C2C=CC=CC=2)=CC=1. The product is [F:26][C:25]1[C:24]([F:27])=[C:23]([F:28])[C:22]([F:29])=[C:21]([F:30])[C:20]=1[C:4]1[CH:5]=[C:6]([CH3:9])[CH:7]=[CH:8][C:3]=1[O:2][CH3:1]. The yield is 0.740. (3) The reactants are [C:1]([NH:4][CH2:5][CH2:6][CH2:7][S:8]([O:11][CH2:12][C:13]([CH3:26])([CH3:25])[CH2:14][CH2:15][CH2:16][NH:17]C(OC(C)(C)C)=O)(=[O:10])=[O:9])(=[O:3])[CH3:2].FC(F)(F)C(O)=O.[Cl:34]CCl. No catalyst specified. The product is [ClH:34].[C:1]([NH:4][CH2:5][CH2:6][CH2:7][S:8]([O:11][CH2:12][C:13]([CH3:26])([CH3:25])[CH2:14][CH2:15][CH2:16][NH2:17])(=[O:10])=[O:9])(=[O:3])[CH3:2]. The yield is 0.830. (4) The reactants are Cl.[CH3:2]COCC.ICI.[CH3:10][C:11]1[CH2:32][CH2:31][CH2:30][C:13]2([O:17][C@H:16]([C:18]3[CH:23]=[CH:22][CH:21]=[CH:20][CH:19]=3)[C@@H:15]([C:24]3[CH:29]=[CH:28][CH:27]=[CH:26][CH:25]=3)[O:14]2)[CH:12]=1. The catalyst is [Zn].[Cu].[Zn].II.CO. The product is [CH3:10][C@@:11]12[CH2:2][C@@H:12]1[C:13]1([O:17][C@H:16]([C:18]3[CH:23]=[CH:22][CH:21]=[CH:20][CH:19]=3)[C@@H:15]([C:24]3[CH:29]=[CH:28][CH:27]=[CH:26][CH:25]=3)[O:14]1)[CH2:30][CH2:31][CH2:32]2. The yield is 0.610. (5) The reactants are [CH3:1][C:2]1[S:30][C:5]2[O:6][C:7]3[CH:28]=[C:27]([CH3:29])[CH:26]=[CH:25][C:8]=3[N:9]=[C:10]([N:11]3[CH2:16][CH2:15][N:14]([CH2:17][C:18]([CH3:24])([CH3:23])[C:19]([O:21]C)=[O:20])[CH2:13][CH2:12]3)[C:4]=2[CH:3]=1.[OH-].[Na+].Cl. The catalyst is C(O)(C)C.O. The product is [CH3:1][C:2]1[S:30][C:5]2[O:6][C:7]3[CH:28]=[C:27]([CH3:29])[CH:26]=[CH:25][C:8]=3[N:9]=[C:10]([N:11]3[CH2:16][CH2:15][N:14]([CH2:17][C:18]([CH3:24])([CH3:23])[C:19]([OH:21])=[O:20])[CH2:13][CH2:12]3)[C:4]=2[CH:3]=1. The yield is 0.804. (6) The reactants are [Br:1][C:2]1[CH:3]=[C:4]2[C:8](=[CH:9][CH:10]=1)[NH:7][N:6]=[CH:5]2.[O:11]1[CH:16]=[CH:15][CH2:14][CH2:13][CH2:12]1.C1(C)C=CC(S([O-])(=O)=O)=CC=1.[NH+]1C=CC=CC=1. The catalyst is ClCCl. The product is [Br:1][C:2]1[CH:3]=[C:4]2[C:8](=[CH:9][CH:10]=1)[N:7]([CH:12]1[CH2:13][CH2:14][CH2:15][CH2:16][O:11]1)[N:6]=[CH:5]2. The yield is 0.790. (7) The reactants are [CH3:1][O:2][CH2:3][CH2:4][O:5][C:6]1[CH:7]=[C:8]2[C:12](=[C:13]([N:15]([CH3:25])[S:16]([C:19]3[CH:24]=[CH:23][CH:22]=[CH:21][N:20]=3)(=[O:18])=[O:17])[CH:14]=1)[NH:11][C:10]([C:26](O)=[O:27])=[CH:9]2.[CH2:29]([S:36][CH:37]([CH:40]([O:43][CH3:44])[O:41][CH3:42])[CH2:38][NH2:39])[C:30]1[CH:35]=[CH:34][CH:33]=[CH:32][CH:31]=1.C(N(C(C)C)CC)(C)C.F[P-](F)(F)(F)(F)F.N1(OC(N(C)C)=[N+](C)C)C2N=CC=CC=2N=N1. The catalyst is O.CN(C)C=O. The product is [CH2:29]([S:36][CH:37]([CH:40]([O:41][CH3:42])[O:43][CH3:44])[CH2:38][NH:39][C:26]([C:10]1[NH:11][C:12]2[C:8]([CH:9]=1)=[CH:7][C:6]([O:5][CH2:4][CH2:3][O:2][CH3:1])=[CH:14][C:13]=2[N:15]([CH3:25])[S:16]([C:19]1[CH:24]=[CH:23][CH:22]=[CH:21][N:20]=1)(=[O:18])=[O:17])=[O:27])[C:30]1[CH:35]=[CH:34][CH:33]=[CH:32][CH:31]=1. The yield is 0.800.